This data is from Catalyst prediction with 721,799 reactions and 888 catalyst types from USPTO. The task is: Predict which catalyst facilitates the given reaction. (1) Reactant: [F:1][C:2]1[CH:3]=[C:4]2[C:12](=[CH:13][CH:14]=1)[N:11]([CH2:15][C:16]1[CH:25]=[CH:24][C:19]([C:20]([O:22][CH3:23])=[O:21])=[CH:18][CH:17]=1)[C:10]1[CH2:9][CH2:8][C:7](=[CH2:26])[C:6](=[O:27])[C:5]2=1.[CH3:28][C:29]1[NH:30][CH:31]=[CH:32][N:33]=1. Product: [F:1][C:2]1[CH:3]=[C:4]2[C:12](=[CH:13][CH:14]=1)[N:11]([CH2:15][C:16]1[CH:25]=[CH:24][C:19]([C:20]([O:22][CH3:23])=[O:21])=[CH:18][CH:17]=1)[C:10]1[CH2:9][CH2:8][CH:7]([CH2:26][N:30]3[CH:31]=[CH:32][N:33]=[C:29]3[CH3:28])[C:6](=[O:27])[C:5]2=1. The catalyst class is: 11. (2) Reactant: Cl[C:2](Cl)([O:4]C(=O)OC(Cl)(Cl)Cl)Cl.[NH2:13][C:14]1[CH:23]=[CH:22][C:21]([C:24]([C:26]2[N:34]3[C:29]([CH:30]=[CH:31][CH:32]=[CH:33]3)=[C:28]([O:35][CH3:36])[C:27]=2[CH3:37])=[O:25])=[CH:20][C:15]=1[C:16]([O:18][CH3:19])=[O:17].C(O)(=O)C.[CH3:42][N:43]([CH3:48])[C:44](=[O:47])[CH2:45][NH2:46].C(N(CC)CC)C. Product: [CH3:42][N:43]([CH3:48])[C:44](=[O:47])[CH2:45][NH:46][C:2]([NH:13][C:14]1[CH:23]=[CH:22][C:21]([C:24]([C:26]2[N:34]3[C:29]([CH:30]=[CH:31][CH:32]=[CH:33]3)=[C:28]([O:35][CH3:36])[C:27]=2[CH3:37])=[O:25])=[CH:20][C:15]=1[C:16]([O:18][CH3:19])=[O:17])=[O:4]. The catalyst class is: 38. (3) Reactant: [F-].C([N+](CCCC)(CCCC)CCCC)CCC.[C:19]([O:23][C:24]([NH:26][C@@:27]1([C:45]([O:47][C:48]([CH3:51])([CH3:50])[CH3:49])=[O:46])[CH2:32][C@H:31](OS(C)(=O)=O)[C@@H:30]2[C@H:28]1[C@H:29]2[C:38]([O:40][C:41]([CH3:44])([CH3:43])[CH3:42])=[O:39])=[O:25])([CH3:22])([CH3:21])[CH3:20]. Product: [C:19]([O:23][C:24]([NH:26][C@@:27]1([C:45]([O:47][C:48]([CH3:51])([CH3:50])[CH3:49])=[O:46])[CH:32]=[CH:31][C@@H:30]2[C@H:28]1[C@H:29]2[C:38]([O:40][C:41]([CH3:43])([CH3:42])[CH3:44])=[O:39])=[O:25])([CH3:22])([CH3:20])[CH3:21]. The catalyst class is: 30. (4) Reactant: CS(O[CH2:6][CH2:7][C:8]1[CH:9]=[C:10]([CH:16]=[CH:17][CH:18]=1)[C:11]([O:13][CH2:14][CH3:15])=[O:12])(=O)=O.[NH:19]1[CH2:24][CH2:23][CH:22]([C:25]2[CH:30]=[CH:29][N:28]=[CH:27][CH:26]=2)[CH2:21][CH2:20]1.C(=O)([O-])[O-].[K+].[K+]. Product: [N:19]1[CH:20]=[CH:21][C:22]([CH:25]2[CH2:30][CH2:29][N:28]([CH2:6][CH2:7][C:8]3[CH:9]=[C:10]([CH:16]=[CH:17][CH:18]=3)[C:11]([O:13][CH2:14][CH3:15])=[O:12])[CH2:27][CH2:26]2)=[CH:23][CH:24]=1. The catalyst class is: 23. (5) The catalyst class is: 1. Reactant: [CH:1]1([N:6]2[C:14]3[CH:13]=[CH:12][NH:11][C:10](=[O:15])[C:9]=3[C:8]([C:16]3[CH:24]=[CH:23][C:19]([C:20]([NH2:22])=O)=[CH:18][CH:17]=3)=[N:7]2)[CH2:5][CH2:4][CH2:3][CH2:2]1.N1C=CC=CC=1.FC(F)(F)C(OC(=O)C(F)(F)F)=O.[Cl-].[NH4+]. Product: [CH:1]1([N:6]2[C:14]3[CH:13]=[CH:12][NH:11][C:10](=[O:15])[C:9]=3[C:8]([C:16]3[CH:17]=[CH:18][C:19]([C:20]#[N:22])=[CH:23][CH:24]=3)=[N:7]2)[CH2:5][CH2:4][CH2:3][CH2:2]1. (6) Reactant: S(Cl)([Cl:3])=O.F[C:6]1[CH:7]=[C:8]2[C:13](=[CH:14][CH:15]=1)[O:12][CH:11]([C:16]([OH:18])=O)[CH2:10][CH2:9]2. Product: [O:12]1[C:13]2[C:8](=[CH:7][CH:6]=[CH:15][CH:14]=2)[CH2:9][CH2:10][CH:11]1[C:16]([Cl:3])=[O:18]. The catalyst class is: 588.